Predict the product of the given reaction. From a dataset of Forward reaction prediction with 1.9M reactions from USPTO patents (1976-2016). (1) Given the reactants [O:1]1[C:6]2[CH:7]=[CH:8][CH:9]=[CH:10][C:5]=2[O:4][CH2:3][CH:2]1[CH2:11][N:12]1[CH2:17][CH2:16][CH2:15][C:14]([CH2:19][OH:20])([CH3:18])[CH2:13]1.[H-].[Na+].[CH3:23]I.O, predict the reaction product. The product is: [O:1]1[C:6]2[CH:7]=[CH:8][CH:9]=[CH:10][C:5]=2[O:4][CH2:3][CH:2]1[CH2:11][N:12]1[CH2:17][CH2:16][CH2:15][C:14]([CH2:19][O:20][CH3:23])([CH3:18])[CH2:13]1. (2) Given the reactants C([Li])CCC.[Cl:6][C:7]1[CH:12]=[CH:11][CH:10]=[C:9]([C:13]([F:16])([F:15])[F:14])[N:8]=1.[I:17]I.S([O-])([O-])=O.[Na+].[Na+], predict the reaction product. The product is: [Cl:6][C:7]1[C:12]([I:17])=[CH:11][CH:10]=[C:9]([C:13]([F:14])([F:15])[F:16])[N:8]=1.